This data is from Full USPTO retrosynthesis dataset with 1.9M reactions from patents (1976-2016). The task is: Predict the reactants needed to synthesize the given product. (1) Given the product [Cl:24][C:20]1[CH:21]=[C:22]2[C:17](=[CH:18][CH:19]=1)[NH:16][C:15](=[O:25])[C:14]([C:11]([NH:10][C:27]1[CH:34]=[CH:33][C:30]([C:31]#[N:32])=[C:29]([CH3:35])[N:28]=1)([CH3:13])[CH3:12])=[CH:23]2, predict the reactants needed to synthesize it. The reactants are: C(N(CC)C(C)C)(C)C.[NH2:10][C:11]([C:14]1[C:15](=[O:25])[NH:16][C:17]2[C:22]([CH:23]=1)=[CH:21][C:20]([Cl:24])=[CH:19][CH:18]=2)([CH3:13])[CH3:12].F[C:27]1[CH:34]=[CH:33][C:30]([C:31]#[N:32])=[C:29]([CH3:35])[N:28]=1.CCOC(C)=O. (2) The reactants are: C(OC([NH:11][C@H:12]1[CH2:15][C@@H:14]([C:16]([N:18]2[CH2:23][CH2:22][CH:21]([C:24]([O:26][CH2:27][CH3:28])=[O:25])[CH2:20][CH2:19]2)=[O:17])[C:13]1([CH3:30])[CH3:29])=O)C1C=CC=CC=1. Given the product [NH2:11][C@H:12]1[CH2:15][C@@H:14]([C:16]([N:18]2[CH2:19][CH2:20][CH:21]([C:24]([O:26][CH2:27][CH3:28])=[O:25])[CH2:22][CH2:23]2)=[O:17])[C:13]1([CH3:29])[CH3:30], predict the reactants needed to synthesize it.